Predict which catalyst facilitates the given reaction. From a dataset of Catalyst prediction with 721,799 reactions and 888 catalyst types from USPTO. (1) Reactant: [BH4-].[Na+].[C:3]([C:7]1[CH:8]=[C:9]([CH2:13][CH:14]([CH3:17])[CH:15]=[O:16])[CH:10]=[CH:11][CH:12]=1)([CH3:6])([CH3:5])[CH3:4].Cl. Product: [C:3]([C:7]1[CH:8]=[C:9]([CH2:13][CH:14]([CH3:17])[CH2:15][OH:16])[CH:10]=[CH:11][CH:12]=1)([CH3:6])([CH3:4])[CH3:5]. The catalyst class is: 5. (2) Reactant: [F:1][C:2]1[C:11]([F:12])=[CH:10][C:9]([CH:13]=O)=[C:8]2[C:3]=1[C:4](=[O:16])[CH:5]=[C:6]([CH3:15])[O:7]2.[C:17]([CH:19]=[C:20]([O-])[CH3:21])#[N:18].[Na+].[NH2:24][C:25]([CH3:34])=[CH:26][C:27](=[O:33])[CH2:28][CH:29]1[CH2:32][CH2:31][CH2:30]1.C(O)(=O)C. Product: [CH:29]1([CH2:28][C:27]([C:26]2[CH:13]([C:9]3[CH:10]=[C:11]([F:12])[C:2]([F:1])=[C:3]4[C:8]=3[O:7][C:6]([CH3:15])=[CH:5][C:4]4=[O:16])[C:19]([C:17]#[N:18])=[C:20]([CH3:21])[NH:24][C:25]=2[CH3:34])=[O:33])[CH2:32][CH2:31][CH2:30]1. The catalyst class is: 41. (3) Reactant: [C:1]1(=[O:11])[NH:5][C:4](=[O:6])[C:3]2=[CH:7][CH:8]=[CH:9][CH:10]=[C:2]12.C1(P(C2C=CC=CC=2)C2C=CC=CC=2)C=CC=CC=1.N(C(OCC)=O)=NC(OCC)=O.[O:43]=[S:44]1(=[O:52])[CH2:49][CH2:48][CH:47]([CH2:50]O)[CH2:46][CH2:45]1. Product: [O:43]=[S:44]1(=[O:52])[CH2:49][CH2:48][CH:47]([CH2:50][N:5]2[C:1](=[O:11])[C:2]3[C:3](=[CH:7][CH:8]=[CH:9][CH:10]=3)[C:4]2=[O:6])[CH2:46][CH2:45]1. The catalyst class is: 118. (4) Reactant: [CH3:1][O:2][C:3]1[CH:4]=[C:5](O)[C:6](=[C:9]([O:11][CH3:12])[CH:10]=1)[CH:7]=O.[CH3:14][O:15][C:16]1[CH:29]=[CH:28][C:19]([CH2:20][S:21]([CH2:24][C:25]([OH:27])=[O:26])(=[O:23])=[O:22])=[CH:18][CH:17]=1. Product: [CH3:14][O:15][C:16]1[CH:17]=[CH:18][C:19]([CH2:20][S:21]([C:24]2[C:25](=[O:27])[O:26][C:5]3[C:6]([CH:7]=2)=[C:9]([O:11][CH3:12])[CH:10]=[C:3]([O:2][CH3:1])[CH:4]=3)(=[O:22])=[O:23])=[CH:28][CH:29]=1. The catalyst class is: 15. (5) Reactant: [CH2:1]([O:8][C@H:9]1[CH2:13][NH:12][C@H:11]([CH:14]([CH3:16])[CH3:15])[CH2:10]1)[C:2]1[CH:7]=[CH:6][CH:5]=[CH:4][CH:3]=1.[F:17][C:18]([F:33])([F:32])[C:19]1[CH:20]=[C:21]([CH:29]=[CH:30][CH:31]=1)[C:22]([NH:24][CH2:25][C:26](O)=[O:27])=[O:23].C(Cl)CCl. Product: [CH2:1]([O:8][C@H:9]1[CH2:13][N:12]([C:26](=[O:27])[CH2:25][NH:24][C:22](=[O:23])[C:21]2[CH:29]=[CH:30][CH:31]=[C:19]([C:18]([F:17])([F:33])[F:32])[CH:20]=2)[C@H:11]([CH:14]([CH3:16])[CH3:15])[CH2:10]1)[C:2]1[CH:3]=[CH:4][CH:5]=[CH:6][CH:7]=1. The catalyst class is: 4. (6) Reactant: Cl[CH2:2][CH2:3][CH2:4][C:5]1[N:17]=[C:16]2[N:7]([C:8]([NH2:20])=[N:9][C:10]3[C:11]([O:18][CH3:19])=[CH:12][CH:13]=[CH:14][C:15]=32)[N:6]=1.[N:21]1[CH:26]=[CH:25]C=[CH:23][C:22]=1N1CCNCC1.CN(C=[O:37])C. Product: [CH3:19][O:18][C:11]1[C:10]2[N:9]=[C:8]([NH2:20])[N:7]3[N:6]=[C:5]([CH2:4][CH2:3][CH2:2][N:21]4[CH2:26][CH2:25][O:37][CH2:23][CH2:22]4)[N:17]=[C:16]3[C:15]=2[CH:14]=[CH:13][CH:12]=1. The catalyst class is: 2. (7) Reactant: CCN(CC)CC.[Cl-].[CH2:9]([O:11][C:12](=[O:24])[CH:13]([OH:23])[CH:14]([NH3+:22])[CH2:15][C:16]1[CH:21]=[CH:20][CH:19]=[CH:18][CH:17]=1)[CH3:10].[C:25]([O:29][C:30](O[C:30]([O:29][C:25]([CH3:28])([CH3:27])[CH3:26])=[O:31])=[O:31])([CH3:28])([CH3:27])[CH3:26]. Product: [C:25]([O:29][C:30]([NH:22][CH:14]([CH2:15][C:16]1[CH:21]=[CH:20][CH:19]=[CH:18][CH:17]=1)[CH:13]([OH:23])[C:12]([O:11][CH2:9][CH3:10])=[O:24])=[O:31])([CH3:28])([CH3:27])[CH3:26]. The catalyst class is: 1. (8) Reactant: [NH2:1][CH2:2][CH2:3][C:4]1[CH:24]=[CH:23][C:7]2[O:8][CH2:9][C:10]3[CH:22]=[CH:21][CH:20]=[CH:19][C:11]=3[C:12](=[CH:13][CH2:14][CH2:15][N:16]([CH3:18])[CH3:17])[C:6]=2[CH:5]=1.C(N(CC)CC)C.[CH3:32][S:33](Cl)(=[O:35])=[O:34].CCOC(C)=O.CO. Product: [CH3:17][N:16]([CH3:18])[CH2:15][CH2:14]/[CH:13]=[C:12]1\[C:6]2[CH:5]=[C:4]([CH2:3][CH2:2][NH:1][S:33]([CH3:32])(=[O:35])=[O:34])[CH:24]=[CH:23][C:7]=2[O:8][CH2:9][C:10]2[CH:22]=[CH:21][CH:20]=[CH:19][C:11]\1=2. The catalyst class is: 2.